This data is from Reaction yield outcomes from USPTO patents with 853,638 reactions. The task is: Predict the reaction yield, written as a fraction of the theoretical maximum amount of product (1.0 means a 100% yield; for example, 0.34 means a 34% yield). (1) The reactants are C(NN)(=O)C1C=CN=CC=1.CN=C=S.[OH-].[Na+].IC.[CH3:19][N:20]1[C:24]([C:25]2[CH:30]=[CH:29][N:28]=[CH:27][CH:26]=2)=[N:23][N:22]=[C:21]1[S:31][CH2:32]C. The product is [CH3:19][N:20]1[C:24]([C:25]2[CH:30]=[CH:29][N:28]=[CH:27][CH:26]=2)=[N:23][N:22]=[C:21]1[S:31][CH3:32]. The catalyst is O. The yield is 0.860. (2) The reactants are C([O:3][CH2:4][CH2:5][O:6][NH:7][C:8]([C:10]1[N:18]([CH2:19][C:20]#[CH:21])[C:17]2[CH:16]=[CH:15][N:14]=[CH:13][C:12]=2[C:11]=1[NH:22][C:23]1[CH:28]=[CH:27][C:26]([I:29])=[CH:25][C:24]=1[F:30])=[O:9])=C.Cl.O1CCOCC1. The catalyst is CO.C1COCC1. The product is [OH:3][CH2:4][CH2:5][O:6][NH:7][C:8]([C:10]1[N:18]([CH2:19][C:20]#[CH:21])[C:17]2[CH:16]=[CH:15][N:14]=[CH:13][C:12]=2[C:11]=1[NH:22][C:23]1[CH:28]=[CH:27][C:26]([I:29])=[CH:25][C:24]=1[F:30])=[O:9]. The yield is 0.985. (3) The product is [Cl:1][C:2]1[C:7]([C:8]([O:10][CH3:13])=[O:9])=[C:6]([F:11])[C:5]([OH:12])=[CH:4][CH:3]=1. The yield is 0.933. The reactants are [Cl:1][C:2]1[C:7]([C:8]([OH:10])=[O:9])=[C:6]([F:11])[C:5]([OH:12])=[CH:4][CH:3]=1.[CH3:13][Si](C=[N+]=[N-])(C)C. The catalyst is CO. (4) The reactants are [C:1]([O:5][C:6]([NH:8][C:9]1[S:10][CH:11]=[C:12](/[C:14](=[N:38]/[O:39][C:40]([CH3:49])([CH3:48])[C:41]([O:43][C:44]([CH3:47])([CH3:46])[CH3:45])=[O:42])/[C:15]([NH:17][C@@H:18]2[C:21](=[O:22])[NH:20][C@@H:19]2[CH2:23][NH:24][CH2:25][C@H:26]([OH:37])[CH2:27][O:28][CH2:29][O:30][CH2:31][CH2:32][Si:33]([CH3:36])([CH3:35])[CH3:34])=[O:16])[N:13]=1)=[O:7])([CH3:4])([CH3:3])[CH3:2].C1N=CN([C:55](N2C=NC=C2)=[O:56])C=1. The catalyst is C(Cl)Cl. The product is [C:1]([O:5][C:6]([NH:8][C:9]1[S:10][CH:11]=[C:12](/[C:14](=[N:38]/[O:39][C:40]([CH3:49])([CH3:48])[C:41]([O:43][C:44]([CH3:47])([CH3:46])[CH3:45])=[O:42])/[C:15](=[O:16])[NH:17][C@H:18]2[C@@H:19]([CH2:23][N:24]3[CH2:25][C@@H:26]([CH2:27][O:28][CH2:29][O:30][CH2:31][CH2:32][Si:33]([CH3:34])([CH3:36])[CH3:35])[O:37][C:55]3=[O:56])[NH:20][C:21]2=[O:22])[N:13]=1)=[O:7])([CH3:4])([CH3:3])[CH3:2]. The yield is 0.810.